This data is from Forward reaction prediction with 1.9M reactions from USPTO patents (1976-2016). The task is: Predict the product of the given reaction. (1) Given the reactants Br[C:2]1[C:3]([N+:9]([O-:11])=[O:10])=[C:4]([CH:6]=[CH:7][CH:8]=1)[NH2:5].CC1(C)C(C)(C)OB([C:20]2[S:21][C:22]([CH3:25])=[CH:23][CH:24]=2)O1.C([O-])([O-])=O.[Na+].[Na+].CCOC(C)=O, predict the reaction product. The product is: [CH3:25][C:22]1[S:21][C:20]([C:2]2[C:3]([N+:9]([O-:11])=[O:10])=[C:4]([CH:6]=[CH:7][CH:8]=2)[NH2:5])=[CH:24][CH:23]=1. (2) Given the reactants [NH2:1][C:2]([C:4]1[CH:5]=[N:6][C:7]2[C:12]([C:13]=1[NH:14][C:15]1[CH:16]=[C:17]([CH:23]=[CH:24][CH:25]=1)[C:18]([O:20][CH2:21][CH3:22])=[O:19])=[CH:11][CH:10]=[C:9](Br)[CH:8]=2)=[O:3].[C:27]([C:29]1[CH:34]=[C:33](B(O)O)[CH:32]=[CH:31][N:30]=1)#[N:28].C(=O)([O-])[O-].[K+].[K+], predict the reaction product. The product is: [NH2:1][C:2]([C:4]1[CH:5]=[N:6][C:7]2[C:12]([C:13]=1[NH:14][C:15]1[CH:16]=[C:17]([CH:23]=[CH:24][CH:25]=1)[C:18]([O:20][CH2:21][CH3:22])=[O:19])=[CH:11][CH:10]=[C:9]([C:33]1[CH:32]=[CH:31][N:30]=[C:29]([C:27]#[N:28])[CH:34]=1)[CH:8]=2)=[O:3]. (3) The product is: [CH3:10][O:11][C:12]1[CH:13]=[C:14]([CH:29]=[CH:30][C:31]=1[N+:32]([O-:34])=[O:33])[C:15]([C:17]1[N:21]2[CH:22]=[CH:23][CH:24]=[C:25]([C:7]([N:6]([CH3:9])[CH3:5])=[O:8])[C:20]2=[CH:19][N:18]=1)=[O:16]. Given the reactants S(Cl)(Cl)=O.[CH3:5][N:6]([CH3:9])[CH:7]=[O:8].[CH3:10][O:11][C:12]1[CH:13]=[C:14]([CH:29]=[CH:30][C:31]=1[N+:32]([O-:34])=[O:33])[C:15]([C:17]1[N:21]2[CH:22]=[CH:23][CH:24]=[C:25](C(O)=O)[C:20]2=[CH:19][N:18]=1)=[O:16].CNC, predict the reaction product. (4) Given the reactants C(N(CC)CC)C.[SH:8][C:9]1[O:13][C:12]([C:14]2[CH:19]=[CH:18][N:17]=[C:16]([NH:20][C:21](=[O:27])[O:22][C:23]([CH3:26])([CH3:25])[CH3:24])[CH:15]=2)=[N:11][N:10]=1.[F:28][C:29]1[CH:30]=[C:31]([CH:34]=[CH:35][CH:36]=1)[CH2:32]Br, predict the reaction product. The product is: [F:28][C:29]1[CH:30]=[C:31]([CH:34]=[CH:35][CH:36]=1)[CH2:32][S:8][C:9]1[O:13][C:12]([C:14]2[CH:19]=[CH:18][N:17]=[C:16]([NH:20][C:21](=[O:27])[O:22][C:23]([CH3:24])([CH3:26])[CH3:25])[CH:15]=2)=[N:11][N:10]=1. (5) Given the reactants [CH:1]1([C:6]#[CH:7])[CH2:5][CH2:4][CH2:3][CH2:2]1.C([Li])CCC.C1(O[C:20]#[N:21])C=CC=CC=1.[OH-].[Na+], predict the reaction product. The product is: [CH:1]1([C:6]#[C:7][C:20]#[N:21])[CH2:5][CH2:4][CH2:3][CH2:2]1. (6) Given the reactants [NH2:1][C:2]1[CH:10]=[CH:9][C:5]([C:6]([OH:8])=O)=[CH:4][C:3]=1[Cl:11].[NH:12]1[CH2:17][CH2:16][CH2:15][C@@H:14]2[C:18]3[CH:19]=[CH:20][CH:21]=[CH:22][C:23]=3[CH2:24][C@H:13]12.F[P-](F)(F)(F)(F)F.N1(OC(N(C)C)=[N+](C)C)C2N=CC=CC=2N=N1, predict the reaction product. The product is: [NH2:1][C:2]1[CH:10]=[CH:9][C:5]([C:6]([N:12]2[CH2:17][CH2:16][CH2:15][C@@H:14]3[C:18]4[CH:19]=[CH:20][CH:21]=[CH:22][C:23]=4[CH2:24][C@H:13]23)=[O:8])=[CH:4][C:3]=1[Cl:11]. (7) Given the reactants [F:1][C:2]1[CH:7]=[CH:6][C:5]([F:8])=[CH:4][C:3]=1[C@H:9]1[CH2:13][CH2:12][CH2:11][N:10]1[C:14]1[CH:19]=[CH:18][N:17]2[N:20]=[CH:21][C:22]([C:23]#[CH:24])=[C:16]2[N:15]=1.[N:25]([CH:28]1[CH2:33][CH2:32][N:31]([C:34]([O:36][C:37]([CH3:40])([CH3:39])[CH3:38])=[O:35])[CH2:30][CH2:29]1)=[N+:26]=[N-:27].O.[NH4+].[OH-], predict the reaction product. The product is: [C:37]([O:36][C:34]([N:31]1[CH2:30][CH2:29][CH:28]([N:25]2[CH:24]=[C:23]([C:22]3[CH:21]=[N:20][N:17]4[CH:18]=[CH:19][C:14]([N:10]5[CH2:11][CH2:12][CH2:13][C@@H:9]5[C:3]5[CH:4]=[C:5]([F:8])[CH:6]=[CH:7][C:2]=5[F:1])=[N:15][C:16]=34)[N:27]=[N:26]2)[CH2:33][CH2:32]1)=[O:35])([CH3:40])([CH3:38])[CH3:39]. (8) Given the reactants Cl[C:2]1[N:7]=[C:6]([C:8]2[C:16]3[C:11](=[N:12][CH:13]=[CH:14][N:15]=3)[NH:10][N:9]=2)[CH:5]=[CH:4][CH:3]=1.[NH:17]1[CH2:22][CH2:21][NH:20][CH2:19][CH2:18]1, predict the reaction product. The product is: [N:17]1([C:2]2[N:7]=[C:6]([C:8]3[C:16]4[C:11](=[N:12][CH:13]=[CH:14][N:15]=4)[NH:10][N:9]=3)[CH:5]=[CH:4][CH:3]=2)[CH2:22][CH2:21][NH:20][CH2:19][CH2:18]1.